The task is: Predict the product of the given reaction.. This data is from Forward reaction prediction with 1.9M reactions from USPTO patents (1976-2016). (1) Given the reactants [OH:1][C@@:2]1([C:9]#[C:10][C:11]2[CH:12]=[C:13]([C:17]3[N:18]=[C:19]([C:27]([O:29]CC)=O)[C:20]4[C:25]([CH:26]=3)=[CH:24][CH:23]=[CH:22][CH:21]=4)[CH:14]=[CH:15][CH:16]=2)[CH2:6][CH2:5][N:4]([CH3:7])[C:3]1=[O:8].[NH3:32], predict the reaction product. The product is: [OH:1][C@@:2]1([C:9]#[C:10][C:11]2[CH:12]=[C:13]([C:17]3[N:18]=[C:19]([C:27]([NH2:32])=[O:29])[C:20]4[C:25]([CH:26]=3)=[CH:24][CH:23]=[CH:22][CH:21]=4)[CH:14]=[CH:15][CH:16]=2)[CH2:6][CH2:5][N:4]([CH3:7])[C:3]1=[O:8]. (2) Given the reactants [NH2:1][C:2]1[C:11]2[N:12]=[C:13]([CH2:32][CH2:33][O:34][CH3:35])[N:14]([CH2:15][CH2:16][CH2:17][NH:18][CH2:19][C:20]3[CH:21]=[C:22]([CH:29]=[CH:30][CH:31]=3)[O:23][CH2:24][C:25]([O:27][CH3:28])=[O:26])[C:10]=2[C:9]2[CH:8]=[CH:7][CH:6]=[CH:5][C:4]=2[N:3]=1.Cl, predict the reaction product. The product is: [NH2:1][C:2]1[C:11]2[N:12]=[C:13]([CH2:32][CH2:33][O:34][CH3:35])[N:14]([CH2:15][CH2:16][CH2:17][NH:18][CH2:19][C:20]3[CH:21]=[C:22]([CH:29]=[CH:30][CH:31]=3)[O:23][CH2:24][C:25]([O:27][CH:28]3[CH2:8][CH2:9][CH2:4][CH2:5]3)=[O:26])[C:10]=2[C:9]2[CH:8]=[CH:7][CH:6]=[CH:5][C:4]=2[N:3]=1. (3) Given the reactants [NH2:1][C:2]1[C:3]([C:7](=[N:13][OH:14])[NH:8]CCOC)=[N:4][O:5][N:6]=1.O.[OH-].[K+].[C:18]([O:21][CH2:22]C)(=O)[CH3:19], predict the reaction product. The product is: [OH:14][N:13]=[C:7]([C:3]1[C:2]([NH:1][CH2:19][CH2:18][O:21][CH3:22])=[N:6][O:5][N:4]=1)[NH2:8]. (4) Given the reactants [C:1]([O:5][C:6]([NH:8][CH:9]([C:13]([OH:16])([CH3:15])[CH3:14])[C:10]([OH:12])=[O:11])=[O:7])([CH3:4])([CH3:3])[CH3:2].[CH3:17]I.[H-].[Na+].O, predict the reaction product. The product is: [C:1]([O:5][C:6]([NH:8][CH:9]([C:13]([O:16][CH3:17])([CH3:15])[CH3:14])[C:10]([OH:12])=[O:11])=[O:7])([CH3:4])([CH3:2])[CH3:3].